Dataset: Reaction yield outcomes from USPTO patents with 853,638 reactions. Task: Predict the reaction yield, written as a fraction of the theoretical maximum amount of product (1.0 means a 100% yield; for example, 0.34 means a 34% yield). (1) The reactants are Br[C:2]1[C:10]2[N:9]=[C:8]3[N:11]([C:15]4[C:16]([CH3:24])=[N:17][C:18]([O:22][CH3:23])=[N:19][C:20]=4[CH3:21])[CH2:12][CH2:13][CH2:14][N:7]3[C:6]=2[C:5]([CH:25]([O:30][CH:31]([F:33])[F:32])[C:26]([F:29])([F:28])[F:27])=[CH:4][CH:3]=1.C(P(C(C)(C)C)C1C=CC=CC=1C1C=CC=CC=1)(C)(C)C.[CH3:55][N:56](C)C=O. The catalyst is C(=O)([O-])O.[Na+].[C-]#N.[Zn+2].[C-]#N.C1C=CC(/C=C/C(/C=C/C2C=CC=CC=2)=O)=CC=1.C1C=CC(/C=C/C(/C=C/C2C=CC=CC=2)=O)=CC=1.C1C=CC(/C=C/C(/C=C/C2C=CC=CC=2)=O)=CC=1.[Pd].[Pd]. The product is [F:33][CH:31]([F:32])[O:30][CH:25]([C:5]1[C:6]2[N:7]3[CH2:14][CH2:13][CH2:12][N:11]([C:15]4[C:20]([CH3:21])=[N:19][C:18]([O:22][CH3:23])=[N:17][C:16]=4[CH3:24])[C:8]3=[N:9][C:10]=2[C:2]([C:55]#[N:56])=[CH:3][CH:4]=1)[C:26]([F:28])([F:27])[F:29]. The yield is 0.520. (2) The reactants are C(OC([NH:8][C@@H:9]1[CH2:17][C:16]2[C:11](=[CH:12][CH:13]=[CH:14][CH:15]=2)[C@H:10]1[CH2:18][C:19]([O:21][CH3:22])=[O:20])=O)(C)(C)C.[ClH:23]. The catalyst is C(Cl)Cl. The product is [ClH:23].[NH2:8][C@@H:9]1[CH2:17][C:16]2[C:11](=[CH:12][CH:13]=[CH:14][CH:15]=2)[C@H:10]1[CH2:18][C:19]([O:21][CH3:22])=[O:20]. The yield is 0.910. (3) The reactants are [NH:1]1[C:5]2=[N:6][CH:7]=[CH:8][CH:9]=[C:4]2[C:3]([C:10]([O:12][CH3:13])=[O:11])=[N:2]1.C([O-])(=O)C.[Na+].[Br:19]Br.O. The catalyst is C(O)(=O)C. The product is [Br:19][C:8]1[CH:9]=[C:4]2[C:3]([C:10]([O:12][CH3:13])=[O:11])=[N:2][NH:1][C:5]2=[N:6][CH:7]=1. The yield is 0.300. (4) The reactants are [NH2:1][C:2]1[CH:30]=[CH:29][C:5]2[NH:6][C:7]([C:12]3[C:13](=[O:28])[N:14]([CH2:23][CH2:24][CH:25]([CH3:27])[CH3:26])[C:15]4[C:20]([C:21]=3[OH:22])=[CH:19][CH:18]=[CH:17][N:16]=4)=[N:8][S:9](=[O:11])(=[O:10])[C:4]=2[CH:3]=1.[CH3:31][S:32]([C:35]1[CH:40]=[CH:39][C:38]([S:41](Cl)(=[O:43])=[O:42])=[CH:37][CH:36]=1)(=[O:34])=[O:33]. The catalyst is N1C=CC=CC=1.C(OCC)(=O)C. The product is [OH:22][C:21]1[C:20]2[C:15](=[N:16][CH:17]=[CH:18][CH:19]=2)[N:14]([CH2:23][CH2:24][CH:25]([CH3:27])[CH3:26])[C:13](=[O:28])[C:12]=1[C:7]1[NH:6][C:5]2[CH:29]=[CH:30][C:2]([NH:1][S:41]([C:38]3[CH:37]=[CH:36][C:35]([S:32]([CH3:31])(=[O:34])=[O:33])=[CH:40][CH:39]=3)(=[O:43])=[O:42])=[CH:3][C:4]=2[S:9](=[O:11])(=[O:10])[N:8]=1. The yield is 0.500.